This data is from Catalyst prediction with 721,799 reactions and 888 catalyst types from USPTO. The task is: Predict which catalyst facilitates the given reaction. (1) Reactant: [N:1]1[CH:6]=[CH:5][C:4]([CH2:7][OH:8])=[CH:3][CH:2]=1.N1C=CN=C1.[CH3:14][C:15]([Si:18](Cl)([CH3:20])[CH3:19])([CH3:17])[CH3:16]. Product: [Si:18]([O:8][CH2:7][C:4]1[CH:5]=[CH:6][N:1]=[CH:2][CH:3]=1)([C:15]([CH3:17])([CH3:16])[CH3:14])([CH3:20])[CH3:19]. The catalyst class is: 85. (2) Reactant: Cl[C:2]1[N:3]2[C:7]([N:8]=[C:9]3[CH2:15][CH2:14][N:13]([CH3:16])[CH2:12][CH2:11][C:10]=13)=[CH:6][CH:5]=[N:4]2.[NH:17]1[CH2:20][CH:19]([C:21]([OH:23])=[O:22])[CH2:18]1.CCN(C(C)C)C(C)C. Product: [CH3:16][N:13]1[CH2:12][CH2:11][C:10]2=[C:2]([N:17]3[CH2:20][CH:19]([C:21]([OH:23])=[O:22])[CH2:18]3)[N:3]3[C:7]([N:8]=[C:9]2[CH2:15][CH2:14]1)=[CH:6][CH:5]=[N:4]3. The catalyst class is: 8.